From a dataset of Forward reaction prediction with 1.9M reactions from USPTO patents (1976-2016). Predict the product of the given reaction. (1) The product is: [CH:1]1([N:4]([C@@H:20]([C:22]2[N:31]=[C:30]([CH2:37][CH2:36][CH2:35][O:34][CH3:33])[C:29]3[C:24](=[CH:25][CH:26]=[CH:27][CH:28]=3)[N:23]=2)[CH3:21])[C:5]([C@@H:7]2[O:12][CH2:11][CH2:10][N:9]([C:13]([O:15][C:16]([CH3:18])([CH3:19])[CH3:17])=[O:14])[CH2:8]2)=[O:6])[CH2:3][CH2:2]1. Given the reactants [CH:1]1([N:4]([C@@H:20]([C:22]2[NH:31][C:30](=O)[C:29]3[C:24](=[CH:25][CH:26]=[CH:27][CH:28]=3)[N:23]=2)[CH3:21])[C:5]([C@@H:7]2[O:12][CH2:11][CH2:10][N:9]([C:13]([O:15][C:16]([CH3:19])([CH3:18])[CH3:17])=[O:14])[CH2:8]2)=[O:6])[CH2:3][CH2:2]1.[CH3:33][O:34][CH2:35][CH2:36][CH2:37]O.C1(P(C2C=CC=CC=2)C2C=CC=CC=2)C=CC=CC=1.N(C(OC(C)C)=O)=NC(OC(C)C)=O, predict the reaction product. (2) Given the reactants C([Mg]Br)C.Br[C:6]1[N:10]([CH3:11])[CH:9]=[N:8][CH:7]=1.[Cl:12][C:13]1[C:22]([C:23]2[CH:28]=[CH:27][CH:26]=[CH:25][CH:24]=2)=[C:21]([Cl:29])[C:20]2[C:15](=[CH:16][CH:17]=[C:18]([C:30]([C:32]3[O:36][N:35]=[C:34]([CH3:37])[CH:33]=3)=[O:31])[CH:19]=2)[N:14]=1, predict the reaction product. The product is: [Cl:12][C:13]1[C:22]([C:23]2[CH:28]=[CH:27][CH:26]=[CH:25][CH:24]=2)=[C:21]([Cl:29])[C:20]2[C:15](=[CH:16][CH:17]=[C:18]([C:30]([C:6]3[N:10]([CH3:11])[CH:9]=[N:8][CH:7]=3)([C:32]3[O:36][N:35]=[C:34]([CH3:37])[CH:33]=3)[OH:31])[CH:19]=2)[N:14]=1. (3) Given the reactants [H-].[Na+].[NH:3]1[CH2:10][CH2:9][CH2:8][CH2:7][CH2:6][CH2:5][C:4]1=[O:11].Br[CH2:13][CH2:14][CH2:15][CH:16]=[CH2:17], predict the reaction product. The product is: [CH2:17]([N:3]1[CH2:10][CH2:9][CH2:8][CH2:7][CH2:6][CH2:5][C:4]1=[O:11])[CH2:16][CH2:15][CH:14]=[CH2:13].